This data is from Full USPTO retrosynthesis dataset with 1.9M reactions from patents (1976-2016). The task is: Predict the reactants needed to synthesize the given product. (1) Given the product [CH2:1]([O:3]/[CH:4]=[CH:5]/[C:13]1[CH:18]=[C:17]([CH3:19])[N:16]=[C:15]([S:20][CH3:21])[N:14]=1)[CH3:2], predict the reactants needed to synthesize it. The reactants are: [C:1]([O:3][CH2:4][CH3:5])#[CH:2].B.O1CCCC1.Cl[C:13]1[CH:18]=[C:17]([CH3:19])[N:16]=[C:15]([S:20][CH3:21])[N:14]=1.[OH-].[Na+]. (2) Given the product [F:22][C:23]1[C:24]([CH3:30])=[C:25]([NH:26][S:2]([C:5]2[CH:14]=[CH:13][C:12]3[NH:11][C:10](=[O:15])[C:9]4[NH:16][CH:17]=[CH:18][C:8]=4[C:7]=3[CH:6]=2)(=[O:3])=[O:4])[CH:27]=[CH:28][CH:29]=1.[CH2:18]([C:19]([O-:21])=[O:20])[CH3:17], predict the reactants needed to synthesize it. The reactants are: Cl[S:2]([C:5]1[CH:14]=[CH:13][C:12]2[NH:11][C:10](=[O:15])[C:9]3[NH:16][CH:17]=[C:18]([C:19]([OH:21])=[O:20])[C:8]=3[C:7]=2[CH:6]=1)(=[O:4])=[O:3].[F:22][C:23]1[C:24]([CH3:30])=[C:25]([CH:27]=[CH:28][CH:29]=1)[NH2:26]. (3) Given the product [OH:17][C:18]([C:40]([F:41])([F:42])[F:43])([CH2:31][CH:32]([C:34]1[CH:35]=[CH:36][CH:37]=[CH:38][CH:39]=1)[CH3:33])[CH2:19][NH:4][C:5]1[CH:6]=[C:7]2[C:12](=[CH:13][CH:14]=1)[C:10](=[O:11])[O:9][CH2:8]2, predict the reactants needed to synthesize it. The reactants are: C([NH:4][C:5]1[CH:6]=[C:7]2[C:12](=[CH:13][CH:14]=1)[C:10](=[O:11])[O:9][CH2:8]2)(=O)C.[H-].[Na+].[OH:17][C:18]([C:40]([F:43])([F:42])[F:41])([CH2:31][CH:32]([C:34]1[CH:39]=[CH:38][CH:37]=[CH:36][CH:35]=1)[CH3:33])[CH2:19]OS(C1C=CC(C)=CC=1)(=O)=O. (4) The reactants are: [C:1]([NH:4][NH:5][C:6](=O)[CH2:7][CH2:8][N:9]1[C:13]2[CH:14]=[CH:15][CH:16]=[CH:17][C:12]=2[N:11]=[C:10]1[C:18]([N:20]([CH2:42][CH:43]([CH3:45])[CH3:44])[C@H:21]1[CH2:26][C@@H:25]([C:27]([N:29]2[CH2:34][CH2:33][O:32][CH2:31][CH2:30]2)=[O:28])[CH2:24][N:23]([C:35]([O:37][C:38]([CH3:41])([CH3:40])[CH3:39])=[O:36])[CH2:22]1)=[O:19])(=[O:3])[CH3:2].FC(F)(F)S(OS(C(F)(F)F)(=O)=O)(=O)=O. Given the product [CH3:2][C:1]1[O:3][C:6]([CH2:7][CH2:8][N:9]2[C:13]3[CH:14]=[CH:15][CH:16]=[CH:17][C:12]=3[N:11]=[C:10]2[C:18]([N:20]([CH2:42][CH:43]([CH3:44])[CH3:45])[C@H:21]2[CH2:26][C@@H:25]([C:27]([N:29]3[CH2:30][CH2:31][O:32][CH2:33][CH2:34]3)=[O:28])[CH2:24][N:23]([C:35]([O:37][C:38]([CH3:40])([CH3:41])[CH3:39])=[O:36])[CH2:22]2)=[O:19])=[N:5][N:4]=1, predict the reactants needed to synthesize it. (5) Given the product [F:40][C:36]1[CH:35]=[C:34]([CH:39]=[CH:38][CH:37]=1)[CH2:33][N:29]1[C:30]2[C:26](=[CH:25][C:24]([NH:23][C:21]3[C:22]4=[C:14]([CH2:13][N:10]5[CH2:9][CH2:8][CH:7]([C:5]([OH:6])=[O:4])[CH2:12][CH2:11]5)[CH:15]=[CH:16][N:17]4[N:18]=[CH:19][N:20]=3)=[CH:32][CH:31]=2)[CH:27]=[N:28]1, predict the reactants needed to synthesize it. The reactants are: [OH-].[Na+].C[O:4][C:5]([CH:7]1[CH2:12][CH2:11][N:10]([CH2:13][C:14]2[CH:15]=[CH:16][N:17]3[C:22]=2[C:21]([NH:23][C:24]2[CH:25]=[C:26]4[C:30](=[CH:31][CH:32]=2)[N:29]([CH2:33][C:34]2[CH:39]=[CH:38][CH:37]=[C:36]([F:40])[CH:35]=2)[N:28]=[CH:27]4)=[N:20][CH:19]=[N:18]3)[CH2:9][CH2:8]1)=[O:6].Cl. (6) Given the product [N:20]1[C:25]2[C:24](=[CH:15][CH:16]=[C:17]3[C:8]=2[N:7]=[CH:6][CH:19]=[CH:18]3)[CH:23]=[CH:22][C:21]=1[C:5]1[O:36][C:26]([C:27]2[CH:35]=[CH:34][CH:33]=[C:29]([C:30]3[O:31][C:5]([C:6]4[CH:19]=[CH:18][C:17]5[C:8](=[C:9]6[C:14](=[CH:15][CH:16]=5)[CH:13]=[CH:12][CH:11]=[N:10]6)[N:7]=4)=[N:4][N:3]=3)[CH:28]=2)=[N:3][N:4]=1, predict the reactants needed to synthesize it. The reactants are: N1N[N:3]=[N:4][C:5]=1[C:6]1[CH:19]=[CH:18][C:17]2[C:8](=[C:9]3[C:14](=[CH:15][CH:16]=2)[CH:13]=[CH:12][CH:11]=[N:10]3)[N:7]=1.[N:20]1[CH:25]=[CH:24][CH:23]=[CH:22][CH:21]=1.[C:26](Cl)(=[O:36])[C:27]1[CH:35]=[CH:34][CH:33]=[C:29]([C:30](Cl)=[O:31])[CH:28]=1.O. (7) The reactants are: [CH3:1][C:2]([SH:16])([CH2:5][CH2:6]/[CH:7]=[C:8](\[CH3:15])/[CH2:9][CH2:10][CH:11]=[C:12]([CH3:14])[CH3:13])[CH:3]=[CH2:4].[S:17]1[C:21]2[CH:22]=[CH:23][CH:24]=[CH:25][C:20]=2[N:19]=[C:18]1[S:26][S:26][C:18]1[S:17][C:21]2[CH:22]=[CH:23][CH:24]=[CH:25][C:20]=2[N:19]=1. Given the product [CH3:1][C:2]([S:16][S:26][C:18]1[S:17][C:21]2[CH:22]=[CH:23][CH:24]=[CH:25][C:20]=2[N:19]=1)([CH:3]=[CH2:4])[CH2:5][CH2:6][CH:7]=[C:8]([CH3:15])[CH2:9][CH2:10][CH:11]=[C:12]([CH3:14])[CH3:13], predict the reactants needed to synthesize it. (8) Given the product [CH2:1]([C:3]1[CH:4]=[CH:5][C:6]([CH2:7][C:8]2[CH:13]=[C:12]([C@@H:14]3[CH2:19][C@H:18]([CH2:20][OH:21])[C@@H:17]([OH:29])[C@H:16]([OH:37])[C@H:15]3[OH:45])[CH:11]=[CH:10][C:9]=2[O:53][CH3:54])=[CH:55][CH:56]=1)[CH3:2], predict the reactants needed to synthesize it. The reactants are: [CH2:1]([C:3]1[CH:56]=[CH:55][C:6]([CH2:7][C:8]2[CH:13]=[C:12]([C@@H:14]3[CH2:19][C@H:18]([CH2:20][O:21]CC4C=CC=CC=4)[C@@H:17]([O:29]CC4C=CC=CC=4)[C@H:16]([O:37]CC4C=CC=CC=4)[C@H:15]3[O:45]CC3C=CC=CC=3)[CH:11]=[CH:10][C:9]=2[O:53][CH3:54])=[CH:5][CH:4]=1)[CH3:2]. (9) Given the product [C:8]([NH:7][CH2:6][CH2:5][CH2:4][CH2:3][C@@H:2]([NH2:1])[C:11]([O:13][CH2:25][CH3:26])=[O:12])(=[O:9])[CH3:10], predict the reactants needed to synthesize it. The reactants are: [NH:1](C(OC(C)(C)C)=O)[C@H:2]([C:11]([OH:13])=[O:12])[CH2:3][CH2:4][CH2:5][CH2:6][NH:7][C:8]([CH3:10])=[O:9].O=S(Cl)Cl.[CH3:25][CH2:26]O. (10) Given the product [CH3:17][S:18]([O:1][CH2:2][CH2:3][N:4]1[CH2:9][CH2:8][N:7]([C:10]([O:12][C:13]([CH3:16])([CH3:15])[CH3:14])=[O:11])[CH2:6][CH2:5]1)(=[O:20])=[O:19], predict the reactants needed to synthesize it. The reactants are: [OH:1][CH2:2][CH2:3][N:4]1[CH2:9][CH2:8][N:7]([C:10]([O:12][C:13]([CH3:16])([CH3:15])[CH3:14])=[O:11])[CH2:6][CH2:5]1.[CH3:17][S:18](Cl)(=[O:20])=[O:19].